Task: Predict which catalyst facilitates the given reaction.. Dataset: Catalyst prediction with 721,799 reactions and 888 catalyst types from USPTO (1) Reactant: [CH3:1][O:2][C:3]1[CH:8]=[CH:7][C:6]([N+:9]([O-])=O)=[C:5]([O:12][C:13]2[CH:18]=[CH:17][CH:16]=[CH:15][CH:14]=2)[CH:4]=1.[H][H]. Product: [CH3:1][O:2][C:3]1[CH:8]=[CH:7][C:6]([NH2:9])=[C:5]([O:12][C:13]2[CH:14]=[CH:15][CH:16]=[CH:17][CH:18]=2)[CH:4]=1. The catalyst class is: 78. (2) Reactant: Br[C:2]1[CH:3]=[C:4]2[CH:10]=[N:9][NH:8][C:5]2=[N:6][CH:7]=1.CC1(C)C(C)(C)OB([C:19]2[CH:24]=[CH:23][N:22]=[C:21]([NH:25][C:26](=[O:28])[CH3:27])[CH:20]=2)O1.P([O-])([O-])([O-])=O.[K+].[K+].[K+].COCCOC. Product: [NH:8]1[C:5]2=[N:6][CH:7]=[C:2]([C:19]3[CH:24]=[CH:23][N:22]=[C:21]([NH:25][C:26](=[O:28])[CH3:27])[CH:20]=3)[CH:3]=[C:4]2[CH:10]=[N:9]1. The catalyst class is: 6. (3) Reactant: [NH:1]1[CH2:6][CH2:5][O:4][CH2:3][CH2:2]1.[C:7]1([S:13]([NH:16][C:17]2[CH:18]=[C:19]([C:24]3[S:28][C:27]([NH:29][C:30](=[O:32])[CH3:31])=[N:26][C:25]=3[CH2:33]Br)[CH:20]=[N:21][C:22]=2[Cl:23])(=[O:15])=[O:14])[CH:12]=[CH:11][CH:10]=[CH:9][CH:8]=1. Product: [C:7]1([S:13]([NH:16][C:17]2[CH:18]=[C:19]([C:24]3[S:28][C:27]([NH:29][C:30](=[O:32])[CH3:31])=[N:26][C:25]=3[CH2:33][N:1]3[CH2:6][CH2:5][O:4][CH2:3][CH2:2]3)[CH:20]=[N:21][C:22]=2[Cl:23])(=[O:14])=[O:15])[CH:8]=[CH:9][CH:10]=[CH:11][CH:12]=1. The catalyst class is: 1.